Regression. Given two drug SMILES strings and cell line genomic features, predict the synergy score measuring deviation from expected non-interaction effect. From a dataset of NCI-60 drug combinations with 297,098 pairs across 59 cell lines. (1) Drug 1: COC1=C(C=C2C(=C1)N=CN=C2NC3=CC(=C(C=C3)F)Cl)OCCCN4CCOCC4. Drug 2: COCCOC1=C(C=C2C(=C1)C(=NC=N2)NC3=CC=CC(=C3)C#C)OCCOC.Cl. Cell line: PC-3. Synergy scores: CSS=20.1, Synergy_ZIP=-3.90, Synergy_Bliss=2.64, Synergy_Loewe=3.68, Synergy_HSA=4.41. (2) Drug 1: C(CN)CNCCSP(=O)(O)O. Drug 2: CC1C(C(CC(O1)OC2CC(CC3=C2C(=C4C(=C3O)C(=O)C5=C(C4=O)C(=CC=C5)OC)O)(C(=O)CO)O)N)O.Cl. Cell line: UO-31. Synergy scores: CSS=46.9, Synergy_ZIP=-0.109, Synergy_Bliss=3.48, Synergy_Loewe=-49.2, Synergy_HSA=3.86.